From a dataset of Full USPTO retrosynthesis dataset with 1.9M reactions from patents (1976-2016). Predict the reactants needed to synthesize the given product. (1) Given the product [F:1][C:2]1[CH:3]=[C:4]2[C:16](=[O:18])[NH:46][N:47]=[C:14]3[C:6]4[C:5]2=[C:9]([NH:8][C:7]=4[CH2:11][N:12]([C:20](=[O:25])[C:21]([CH3:24])([CH3:23])[CH3:22])[CH2:13]3)[CH:10]=1, predict the reactants needed to synthesize it. The reactants are: [F:1][C:2]1[CH:3]=[C:4]([C:16]([O:18]C)=O)[C:5]2[C:6]3[C:14](=O)[CH2:13][NH:12][CH2:11][C:7]=3[NH:8][C:9]=2[CH:10]=1.[C:20](Cl)(=[O:25])[C:21]([CH3:24])([CH3:23])[CH3:22].C1(C(N2CC3NC4C=CC=C5C(=O)[NH:46][N:47]=C(C=3C=45)C2)=O)CC1. (2) Given the product [CH3:18][O:19][C:20]1[CH:27]=[CH:24][C:23]([CH2:9][S:8][C:4]2[NH:3][C:2]([CH3:1])=[C:6]([CH3:7])[N:5]=2)=[CH:22][CH:21]=1, predict the reactants needed to synthesize it. The reactants are: [CH3:1][C:2]1[N:3]=[C:4]([SH:8])[NH:5][C:6]=1[CH3:7].[CH3:9]CN(C(C)C)C(C)C.[CH3:18][O:19][C:20]1[CH:21]=[CH:22][CH:23]=[C:24]([CH:27]=1)CCl. (3) Given the product [NH2:26][C:5]([CH2:8][N:9]1[C:17]2[C:12](=[CH:13][C:14]([CH2:18][CH2:19][CH2:20][CH2:21][CH2:22][CH2:23][CH2:24][CH3:25])=[CH:15][CH:16]=2)[CH2:11][CH2:10]1)([CH2:6][OH:7])[CH2:4][OH:3], predict the reactants needed to synthesize it. The reactants are: CC1(C)[O:7][CH2:6][C:5]([NH:26]C(=O)OC(C)(C)C)([CH2:8][N:9]2[C:17]3[C:12](=[CH:13][C:14]([CH2:18][CH2:19][CH2:20][CH2:21][CH2:22][CH2:23][CH2:24][CH3:25])=[CH:15][CH:16]=3)[CH2:11][CH2:10]2)[CH2:4][O:3]1.CC1(C)OCC(NC(=O)OC(C)(C)C)(CNC2C=CC(CCCCCCCC)=CC=2)CO1.